From a dataset of Peptide-MHC class II binding affinity with 134,281 pairs from IEDB. Regression. Given a peptide amino acid sequence and an MHC pseudo amino acid sequence, predict their binding affinity value. This is MHC class II binding data. (1) The peptide sequence is RQSDYVDHELGLSPQ. The MHC is DRB1_0101 with pseudo-sequence DRB1_0101. The binding affinity (normalized) is 0.357. (2) The peptide sequence is IRQLERLLQAVVGAG. The MHC is DRB1_0404 with pseudo-sequence DRB1_0404. The binding affinity (normalized) is 0.813. (3) The peptide sequence is AAFSKLPASTIDELK. The MHC is HLA-DQA10102-DQB10502 with pseudo-sequence HLA-DQA10102-DQB10502. The binding affinity (normalized) is 0.0582. (4) The peptide sequence is YALFYKLDVVPIDNDNTSY. The MHC is HLA-DPA10201-DPB11401 with pseudo-sequence HLA-DPA10201-DPB11401. The binding affinity (normalized) is 0.316. (5) The peptide sequence is RDQVPSHIMSVLDMG. The MHC is DRB1_0101 with pseudo-sequence DRB1_0101. The binding affinity (normalized) is 0.426. (6) The peptide sequence is VIPAGELQVIEKVDAAFKVA. The MHC is HLA-DPA10201-DPB11401 with pseudo-sequence HLA-DPA10201-DPB11401. The binding affinity (normalized) is 0.467. (7) The peptide sequence is YAHAAHAAHAAHAAHAA. The MHC is HLA-DQA10501-DQB10201 with pseudo-sequence HLA-DQA10501-DQB10201. The binding affinity (normalized) is 0.315. (8) The peptide sequence is EKKYSAATQFEPLAA. The MHC is HLA-DPA10301-DPB10402 with pseudo-sequence HLA-DPA10301-DPB10402. The binding affinity (normalized) is 0.514. (9) The peptide sequence is GLSGEPKGGAESSSK. The MHC is HLA-DQA10401-DQB10402 with pseudo-sequence HLA-DQA10401-DQB10402. The binding affinity (normalized) is 0.346.